The task is: Regression/Classification. Given a drug SMILES string, predict its toxicity properties. Task type varies by dataset: regression for continuous values (e.g., LD50, hERG inhibition percentage) or binary classification for toxic/non-toxic outcomes (e.g., AMES mutagenicity, cardiotoxicity, hepatotoxicity). Dataset: ld50_zhu.. This data is from Acute oral toxicity (LD50) regression data from Zhu et al.. (1) The drug is CO[Si](CCCCl)(OC)OC. The rat oral LD50 is 1.47, given as -log10 of the dose in mol/kg body weight (higher means more acutely toxic). (2) The compound is O=C=Nc1ccc([N+](=O)[O-])cc1. The rat oral LD50 is 2.01, given as -log10 of the dose in mol/kg body weight (higher means more acutely toxic). (3) The molecule is CCOP(=O)(OCC)SCn1nc(Cl)ccc1=O. The rat oral LD50 is 4.80, given as -log10 of the dose in mol/kg body weight (higher means more acutely toxic). (4) The molecule is CCOP(=O)(OCC)SCc1nnc(C)o1. The rat oral LD50 is 4.90, given as -log10 of the dose in mol/kg body weight (higher means more acutely toxic). (5) The molecule is CCOP(=O)(OCC)SCc1nnc(OCCOC)s1. The rat oral LD50 is 4.21, given as -log10 of the dose in mol/kg body weight (higher means more acutely toxic).